From a dataset of Reaction yield outcomes from USPTO patents with 853,638 reactions. Predict the reaction yield, written as a fraction of the theoretical maximum amount of product (1.0 means a 100% yield; for example, 0.34 means a 34% yield). (1) The reactants are [CH3:1][O:2][C:3]1[CH:4]=[C:5]2[C:10](=[CH:11][C:12]=1[O:13][CH2:14][CH2:15][O:16][CH3:17])[NH:9][CH:8]=[CH:7][C:6]2=O.O=P(Cl)(Cl)[Cl:21]. No catalyst specified. The product is [Cl:21][C:6]1[C:5]2[C:10](=[CH:11][C:12]([O:13][CH2:14][CH2:15][O:16][CH3:17])=[C:3]([O:2][CH3:1])[CH:4]=2)[N:9]=[CH:8][CH:7]=1. The yield is 0.490. (2) The reactants are [NH2:1][C:2]1[CH:3]=[CH:4][C:5]2[C:15]3[C:10](=[CH:11][N:12]=[CH:13][CH:14]=3)[C:9](=[O:16])[O:8][C:6]=2[CH:7]=1.C(O)(C(F)(F)F)=O.[C:24]([O:28][C:29]([NH:31][C@@H:32]([CH2:36][CH:37]([CH3:39])[CH3:38])[C:33](O)=[O:34])=[O:30])([CH3:27])([CH3:26])[CH3:25].O.CCN(C(C)C)C(C)C.CN(C(ON1N=NC2C=CC=NC1=2)=[N+](C)C)C.F[P-](F)(F)(F)(F)F. The catalyst is C(Cl)Cl. The product is [CH3:38][CH:37]([CH3:39])[CH2:36][C@H:32]([NH:31][C:29](=[O:30])[O:28][C:24]([CH3:27])([CH3:26])[CH3:25])[C:33](=[O:34])[NH:1][C:2]1[CH:3]=[CH:4][C:5]2[C:15]3[C:10](=[CH:11][N:12]=[CH:13][CH:14]=3)[C:9](=[O:16])[O:8][C:6]=2[CH:7]=1. The yield is 0.150. (3) The reactants are Cl.[NH:2]1[CH2:7][CH2:6][O:5][CH:4]([CH2:8][N:9]2[C:13]3[CH:14]=[CH:15][CH:16]=[CH:17][C:12]=3[N:11]([C:18]3[CH:23]=[CH:22][CH:21]=[CH:20][CH:19]=3)[S:10]2(=[O:25])=[O:24])[CH2:3]1.C=O.[C:28]([BH3-])#N.[Na+].C(=O)(O)[O-].[Na+]. The catalyst is CO.O. The product is [CH3:28][N:2]1[CH2:7][CH2:6][O:5][CH:4]([CH2:8][N:9]2[C:13]3[CH:14]=[CH:15][CH:16]=[CH:17][C:12]=3[N:11]([C:18]3[CH:19]=[CH:20][CH:21]=[CH:22][CH:23]=3)[S:10]2(=[O:25])=[O:24])[CH2:3]1. The yield is 0.980. (4) The product is [F:27][C@@H:28]([CH2:38][I:6])[CH2:29][NH:30][C:31](=[O:37])[O:32][C:33]([CH3:36])([CH3:35])[CH3:34]. The yield is 0.680. The catalyst is C(Cl)Cl. The reactants are N1C=CN=C1.[I:6]I.C1(P(C2C=CC=CC=2)C2C=CC=CC=2)C=CC=CC=1.[F:27][C@@H:28]([CH2:38]O)[CH2:29][NH:30][C:31](=[O:37])[O:32][C:33]([CH3:36])([CH3:35])[CH3:34]. (5) The reactants are [C:1]([O:5][C:6]([N:8]1[CH2:12][C@H:11]([OH:13])[CH2:10][C@H:9]1[C:14]([N:16]1[CH2:21][CH2:20][CH2:19][CH2:18][CH2:17]1)=[O:15])=[O:7])([CH3:4])([CH3:3])[CH3:2].[C:22]1([CH3:32])[CH:27]=[CH:26][C:25]([S:28](Cl)(=[O:30])=[O:29])=[CH:24][CH:23]=1. The catalyst is C(Cl)Cl.CN(C1C=CN=CC=1)C. The product is [C:1]([O:5][C:6]([N:8]1[CH2:12][C@H:11]([O:13][S:28]([C:25]2[CH:26]=[CH:27][C:22]([CH3:32])=[CH:23][CH:24]=2)(=[O:30])=[O:29])[CH2:10][C@H:9]1[C:14]([N:16]1[CH2:21][CH2:20][CH2:19][CH2:18][CH2:17]1)=[O:15])=[O:7])([CH3:4])([CH3:2])[CH3:3]. The yield is 0.900.